Dataset: Forward reaction prediction with 1.9M reactions from USPTO patents (1976-2016). Task: Predict the product of the given reaction. Given the reactants [H-].[Na+].[Cl:3][C:4]1[C:5]([CH3:26])=[C:6]([CH2:10][NH:11][C:12]2[N:13]=[C:14]([N:20]3[CH2:25][CH2:24][O:23][CH2:22][CH2:21]3)[S:15][C:16]=2[C:17]([NH2:19])=[O:18])[CH:7]=[CH:8][CH:9]=1.[C:27](N1C=CN=C1)(N1C=CN=C1)=[S:28], predict the reaction product. The product is: [Cl:3][C:4]1[C:5]([CH3:26])=[C:6]([CH2:10][N:11]2[C:12]3[N:13]=[C:14]([N:20]4[CH2:21][CH2:22][O:23][CH2:24][CH2:25]4)[S:15][C:16]=3[C:17](=[O:18])[NH:19][C:27]2=[S:28])[CH:7]=[CH:8][CH:9]=1.